This data is from Forward reaction prediction with 1.9M reactions from USPTO patents (1976-2016). The task is: Predict the product of the given reaction. (1) Given the reactants [Br:1][C:2]1[CH:3]=[C:4]([CH:6]=[CH:7][CH:8]=1)[NH2:5].N1C=CC=CC=1.[CH3:15][S:16](Cl)(=[O:18])=[O:17].C(OCC)(=O)C, predict the reaction product. The product is: [Br:1][C:2]1[CH:3]=[C:4]([NH:5][S:16]([CH3:15])(=[O:18])=[O:17])[CH:6]=[CH:7][CH:8]=1. (2) Given the reactants [OH:1][C:2]1[CH:7]=[CH:6][CH:5]=[C:4]([O:8][CH3:9])[C:3]=1[CH:10]1[N:15]([CH2:16][C:17]2[CH:22]=[CH:21][C:20]([O:23][C:24]([F:27])([F:26])[F:25])=[CH:19][CH:18]=2)[C:14](=[O:28])[CH2:13][CH2:12][CH2:11]1.Br[CH2:30][CH2:31][O:32][CH3:33], predict the reaction product. The product is: [CH3:9][O:8][C:4]1[CH:5]=[CH:6][CH:7]=[C:2]([O:1][CH2:30][CH2:31][O:32][CH3:33])[C:3]=1[CH:10]1[N:15]([CH2:16][C:17]2[CH:22]=[CH:21][C:20]([O:23][C:24]([F:27])([F:25])[F:26])=[CH:19][CH:18]=2)[C:14](=[O:28])[CH2:13][CH2:12][CH2:11]1. (3) Given the reactants [C:1]([N:4]1[C:13]2[C:8](=[CH:9][CH:10]=[CH:11][CH:12]=2)[C@H:7]([OH:14])[CH2:6][C@@H:5]1[CH3:15])(=[O:3])[CH3:2].[H-].[Na+].[CH2:18](Br)[C:19]1[CH:24]=[CH:23][CH:22]=[CH:21][CH:20]=1.O, predict the reaction product. The product is: [C:1]([N:4]1[C:13]2[C:8](=[CH:9][CH:10]=[CH:11][CH:12]=2)[C@H:7]([O:14][CH2:18][C:19]2[CH:24]=[CH:23][CH:22]=[CH:21][CH:20]=2)[CH2:6][C@@H:5]1[CH3:15])(=[O:3])[CH3:2]. (4) Given the reactants [CH:1]1([CH2:4][O:5][C:6]2[CH:11]=[CH:10][C:9]([CH:12]([F:14])[F:13])=[CH:8][C:7]=2[C:15]2[C:16]3[NH:23][C:22]([CH3:24])=[C:21]([C:25]([OH:27])=O)[C:17]=3[N:18]=[CH:19][N:20]=2)[CH2:3][CH2:2]1.[NH2:28][CH:29]1[CH2:34][CH2:33][N:32]([C:35]([O:37][C:38]([CH3:41])([CH3:40])[CH3:39])=[O:36])[CH2:31][CH2:30]1, predict the reaction product. The product is: [CH:1]1([CH2:4][O:5][C:6]2[CH:11]=[CH:10][C:9]([CH:12]([F:14])[F:13])=[CH:8][C:7]=2[C:15]2[C:16]3[NH:23][C:22]([CH3:24])=[C:21]([C:25]([NH:28][CH:29]4[CH2:30][CH2:31][N:32]([C:35]([O:37][C:38]([CH3:41])([CH3:40])[CH3:39])=[O:36])[CH2:33][CH2:34]4)=[O:27])[C:17]=3[N:18]=[CH:19][N:20]=2)[CH2:3][CH2:2]1. (5) Given the reactants [OH:1][C:2]1[N:10]=[CH:9][CH:8]=[CH:7][C:3]=1[C:4](O)=[O:5].C(Cl)(=O)C([Cl:14])=O.CN(C=O)C, predict the reaction product. The product is: [O:1]=[C:2]1[C:3]([C:4]([Cl:14])=[O:5])=[CH:7][CH:8]=[CH:9][NH:10]1.